Dataset: Full USPTO retrosynthesis dataset with 1.9M reactions from patents (1976-2016). Task: Predict the reactants needed to synthesize the given product. (1) Given the product [CH3:14][C:9]1[CH:8]=[C:7]([C:5](=[O:6])[CH2:4][CH2:3][CH2:2][N:15]2[CH2:20][CH2:19][CH:18]([C:21]3[CH:22]=[C:23]([NH:27][C:28](=[O:31])[CH2:29][CH3:30])[CH:24]=[CH:25][CH:26]=3)[CH2:17][CH2:16]2)[CH:12]=[CH:11][C:10]=1[CH3:13], predict the reactants needed to synthesize it. The reactants are: Cl[CH2:2][CH2:3][CH2:4][C:5]([C:7]1[CH:12]=[CH:11][C:10]([CH3:13])=[C:9]([CH3:14])[CH:8]=1)=[O:6].[NH:15]1[CH2:20][CH2:19][CH:18]([C:21]2[CH:22]=[C:23]([NH:27][C:28](=[O:31])[CH2:29][CH3:30])[CH:24]=[CH:25][CH:26]=2)[CH2:17][CH2:16]1. (2) Given the product [F:1][C:2]1[CH:3]=[C:4]([CH:10]=[C:11]([C:13]2[CH2:17][CH2:16][CH2:15][C:14]=2[C:18]2[C:19]([OH:28])=[N:20][CH:21]=[C:22]([C:24]([F:25])([F:26])[F:27])[CH:23]=2)[CH:12]=1)[C:5]([O:7][CH2:8][CH3:9])=[O:6], predict the reactants needed to synthesize it. The reactants are: [F:1][C:2]1[CH:3]=[C:4]([CH:10]=[C:11]([C:13]2[CH2:17][CH2:16][CH2:15][C:14]=2[C:18]2[C:19]([O:28]CC3C=CC=CC=3)=[N:20][CH:21]=[C:22]([C:24]([F:27])([F:26])[F:25])[CH:23]=2)[CH:12]=1)[C:5]([O:7][CH2:8][CH3:9])=[O:6].C(=O)(O)[O-].[Na+].